The task is: Predict the product of the given reaction.. This data is from Forward reaction prediction with 1.9M reactions from USPTO patents (1976-2016). (1) Given the reactants [CH3:1][O:2][C:3]1[CH:25]=[CH:24][C:23]2[C:8]3[C:9]([N:17]4[CH2:22][CH2:21][NH:20][CH2:19][CH2:18]4)=[N:10][C:11]4[C:16]([C:7]=3[C:6](=[O:26])[C:5]=2[CH:4]=1)=[CH:15][CH:14]=[CH:13][CH:12]=4.[H-].[Na+].[CH2:29]([CH:31]1[O:33][CH2:32]1)Cl, predict the reaction product. The product is: [CH3:1][O:2][C:3]1[CH:25]=[CH:24][C:23]2[C:8]3[C:9]([N:17]4[CH2:22][CH2:21][N:20]([CH2:29][CH:31]5[CH2:32][O:33]5)[CH2:19][CH2:18]4)=[N:10][C:11]4[C:16]([C:7]=3[C:6](=[O:26])[C:5]=2[CH:4]=1)=[CH:15][CH:14]=[CH:13][CH:12]=4. (2) Given the reactants [NH2:1][C:2]1[CH:3]=[C:4]([CH:8]=[CH:9][C:10]=1[OH:11])[C:5]([OH:7])=[O:6].[CH3:12][O:13][C:14]([C:16]1[CH:17]=[C:18]2[C:23](=[CH:24][CH:25]=1)[CH:22]=[C:21]([C:26](O)=[O:27])[CH:20]=[CH:19]2)=[O:15], predict the reaction product. The product is: [OH:11][C:10]1[CH:9]=[CH:8][C:4]([C:5]([OH:7])=[O:6])=[CH:3][C:2]=1[NH:1][C:26]([C:21]1[CH:20]=[CH:19][C:18]2[C:23](=[CH:24][CH:25]=[C:16]([C:14]([O:13][CH3:12])=[O:15])[CH:17]=2)[CH:22]=1)=[O:27]. (3) Given the reactants [Si:1]([O:8][CH:9]1[C:13]2([CH2:15][CH2:14]2)[C:12](=[O:16])[NH:11][C@H:10]1[CH3:17])([C:4]([CH3:7])([CH3:6])[CH3:5])([CH3:3])[CH3:2].I[C:19]1[CH:26]=[CH:25][C:22]([C:23]#[N:24])=[C:21]([C:27]([F:30])([F:29])[F:28])[CH:20]=1.C(=O)([O-])[O-].[Cs+].[Cs+].C1(P(C2C=CC=CC=2)C2C3OC4C(=CC=CC=4P(C4C=CC=CC=4)C4C=CC=CC=4)C(C)(C)C=3C=CC=2)C=CC=CC=1, predict the reaction product. The product is: [Si:1]([O:8][C@@H:9]1[C:13]2([CH2:14][CH2:15]2)[C:12](=[O:16])[N:11]([C:19]2[CH:26]=[CH:25][C:22]([C:23]#[N:24])=[C:21]([C:27]([F:28])([F:30])[F:29])[CH:20]=2)[C@H:10]1[CH3:17])([C:4]([CH3:7])([CH3:6])[CH3:5])([CH3:3])[CH3:2].[Si:1]([O:8][C@H:9]1[C:13]2([CH2:14][CH2:15]2)[C:12](=[O:16])[N:11]([C:19]2[CH:26]=[CH:25][C:22]([C:23]#[N:24])=[C:21]([C:27]([F:28])([F:30])[F:29])[CH:20]=2)[C@H:10]1[CH3:17])([C:4]([CH3:7])([CH3:6])[CH3:5])([CH3:3])[CH3:2]. (4) Given the reactants [I:1][C:2]1[CH:7]=[CH:6][C:5]([S:8](Cl)(=[O:10])=[O:9])=[CH:4][CH:3]=1.C(N(CC)CC)C.[CH3:19][O:20][C:21]1[CH:39]=[C:38]([O:40][CH3:41])[CH:37]=[CH:36][C:22]=1[CH2:23][NH:24][CH2:25][C:26]1[CH:31]=[CH:30][C:29]([O:32][CH3:33])=[CH:28][C:27]=1[O:34][CH3:35], predict the reaction product. The product is: [CH3:35][O:34][C:27]1[CH:28]=[C:29]([O:32][CH3:33])[CH:30]=[CH:31][C:26]=1[CH2:25][N:24]([CH2:23][C:22]1[CH:36]=[CH:37][C:38]([O:40][CH3:41])=[CH:39][C:21]=1[O:20][CH3:19])[S:8]([C:5]1[CH:6]=[CH:7][C:2]([I:1])=[CH:3][CH:4]=1)(=[O:10])=[O:9]. (5) Given the reactants [NH:1]([C:9]([O:11][C:12]([CH3:15])([CH3:14])[CH3:13])=[O:10])[C@H:2]([C:6]([OH:8])=O)[CH:3]([CH3:5])[CH3:4].CN(C(ON1N=NC2C=CC=NC1=2)=[N+](C)C)C.F[P-](F)(F)(F)(F)F.CCN(C(C)C)C(C)C.[F:49][C:50]1[CH:58]=[C:57]2[C:53]([C:54]([CH:59]3[CH2:63][N:62]([C:64]4[N:69]=[CH:68][CH:67]=[CH:66][N:65]=4)[CH:61]4[CH2:70][CH2:71][NH:72][CH:60]34)=[CH:55][NH:56]2)=[CH:52][CH:51]=1, predict the reaction product. The product is: [C:12]([O:11][C:9](=[O:10])[NH:1][CH:2]([C:6]([N:72]1[CH2:71][CH2:70][CH:61]2[N:62]([C:64]3[N:69]=[CH:68][CH:67]=[CH:66][N:65]=3)[CH2:63][CH:59]([C:54]3[C:53]4[C:57](=[CH:58][C:50]([F:49])=[CH:51][CH:52]=4)[NH:56][CH:55]=3)[CH:60]12)=[O:8])[CH:3]([CH3:4])[CH3:5])([CH3:15])([CH3:14])[CH3:13]. (6) Given the reactants [C:1]1(=[O:8])[O:7][C:5](=[O:6])[CH2:4][O:3][CH2:2]1.ClCCl.[C:12]1(=[O:44])[N:16]([CH2:17][CH2:18][O:19][CH2:20][CH2:21][NH:22][CH2:23][CH2:24][O:25][CH2:26][CH2:27][N:28]2[C:32](=[O:33])[C:31]3=[CH:34][CH:35]=[CH:36][CH:37]=[C:30]3[C:29]2=[O:38])[C:15](=[O:39])[C:14]2=[CH:40][CH:41]=[CH:42][CH:43]=[C:13]12, predict the reaction product. The product is: [O:6]=[C:5]([N:22]([CH2:21][CH2:20][O:19][CH2:18][CH2:17][N:16]1[C:12](=[O:44])[C:13]2=[CH:43][CH:42]=[CH:41][CH:40]=[C:14]2[C:15]1=[O:39])[CH2:23][CH2:24][O:25][CH2:26][CH2:27][N:28]1[C:29](=[O:38])[C:30]2=[CH:37][CH:36]=[CH:35][CH:34]=[C:31]2[C:32]1=[O:33])[CH2:4][O:3][CH2:2][C:1]([OH:7])=[O:8].